Binary Classification. Given a T-cell receptor sequence (or CDR3 region) and an epitope sequence, predict whether binding occurs between them. From a dataset of TCR-epitope binding with 47,182 pairs between 192 epitopes and 23,139 TCRs. The epitope is TLIGDCATV. The TCR CDR3 sequence is CATRTSGGPYTQYF. Result: 1 (the TCR binds to the epitope).